Dataset: Forward reaction prediction with 1.9M reactions from USPTO patents (1976-2016). Task: Predict the product of the given reaction. (1) Given the reactants Br[C:2]1[S:3][CH:4]=[CH:5][N:6]=1.[CH2:7]([O:9][C:10]1[CH:11]=[C:12]([CH:14]=[CH:15][CH:16]=1)[NH2:13])[CH3:8].Cl, predict the reaction product. The product is: [CH2:7]([O:9][C:10]1[CH:11]=[C:12]([NH:13][C:2]2[S:3][CH:4]=[CH:5][N:6]=2)[CH:14]=[CH:15][CH:16]=1)[CH3:8]. (2) Given the reactants [O:1]1[CH:5]=[CH:4][CH:3]=[C:2]1[C:6]1[NH:14][C:13]([NH2:15])=[N:12][C:11]2[C:7]=1[N:8]=[CH:9][N:10]=2.[H-].[Na+].[N+:18]([C:21]1[CH:22]=[C:23]([CH:26]=[CH:27][CH:28]=1)[CH2:24]Br)([O-:20])=[O:19].O, predict the reaction product. The product is: [O:1]1[CH:5]=[CH:4][CH:3]=[C:2]1[C:6]1[N:14]=[C:13]([NH2:15])[N:12]=[C:11]2[C:7]=1[N:8]=[CH:9][N:10]2[CH2:24][C:23]1[CH:26]=[CH:27][CH:28]=[C:21]([N+:18]([O-:20])=[O:19])[CH:22]=1.